From a dataset of Full USPTO retrosynthesis dataset with 1.9M reactions from patents (1976-2016). Predict the reactants needed to synthesize the given product. (1) The reactants are: [Br:1][C:2]1[N:9]=[CH:8][CH:7]=[C:6](Br)[C:3]=1[C:4]#[N:5].[NH2:11][CH2:12][CH2:13][CH2:14][C:15]1[CH:20]=[CH:19][CH:18]=[CH:17][CH:16]=1.CCN(C(C)C)C(C)C. Given the product [Br:1][C:2]1[N:9]=[CH:8][CH:7]=[C:6]([NH:11][CH2:12][CH2:13][CH2:14][C:15]2[CH:20]=[CH:19][CH:18]=[CH:17][CH:16]=2)[C:3]=1[C:4]#[N:5], predict the reactants needed to synthesize it. (2) Given the product [CH2:10]([CH:3]1[C:4](=[O:7])[CH2:5][CH2:6][O:1][CH2:2]1)[CH:9]=[CH2:8], predict the reactants needed to synthesize it. The reactants are: [O:1]1[CH2:6][CH2:5][C:4](=[O:7])[CH2:3][CH2:2]1.[CH2:8](O)[CH:9]=[CH2:10].CC1(C)C2C(=C(P(C3C=CC=CC=3)C3C=CC=CC=3)C=CC=2)OC2C(P(C3C=CC=CC=3)C3C=CC=CC=3)=CC=CC1=2.N1CCCC1C(O)=O. (3) Given the product [CH:18]1([NH:17][C:13]2[N:12]=[C:11]([C:10]3[C:9]([C:23]4[O:24][CH:25]=[CH:26][CH:27]=4)=[N:8][N:7]4[C:2]([NH:31][CH:28]5[CH2:30][CH2:29]5)=[CH:3][CH:4]=[CH:5][C:6]=34)[CH:16]=[CH:15][N:14]=2)[CH2:19][CH2:20][CH2:21][CH2:22]1, predict the reactants needed to synthesize it. The reactants are: Cl[C:2]1[N:7]2[N:8]=[C:9]([C:23]3[O:24][CH:25]=[CH:26][CH:27]=3)[C:10]([C:11]3[CH:16]=[CH:15][N:14]=[C:13]([NH:17][CH:18]4[CH2:22][CH2:21][CH2:20][CH2:19]4)[N:12]=3)=[C:6]2[CH:5]=[CH:4][CH:3]=1.[CH:28]1([NH2:31])[CH2:30][CH2:29]1. (4) Given the product [F:1][C:2]([F:26])([F:27])[CH:3]([NH:16][C:17]1[CH:22]=[CH:21][CH:20]=[C:19]([N+:23]([O-:25])=[O:24])[CH:18]=1)[CH2:4][NH2:5], predict the reactants needed to synthesize it. The reactants are: [F:1][C:2]([F:27])([F:26])[CH:3]([NH:16][C:17]1[CH:22]=[CH:21][CH:20]=[C:19]([N+:23]([O-:25])=[O:24])[CH:18]=1)[CH2:4][N:5]1C(=O)C2C(=CC=CC=2)C1=O. (5) Given the product [F:1][C:2]([F:25])([F:26])[C:3]1[CH:24]=[CH:23][C:6]([CH2:7][CH:8]2[C:14]3=[CH:15][CH:16]=[CH:17][CH2:18][C:13]3=[CH:12][CH2:11][C:10]3[CH:19]=[CH:20][CH:21]=[CH:22][C:9]2=3)=[CH:5][CH:4]=1, predict the reactants needed to synthesize it. The reactants are: [F:1][C:2]([F:26])([F:25])[C:3]1[CH:24]=[CH:23][C:6]([CH:7]=[C:8]2[C:14]3[CH:15]=[CH:16][CH:17]=[CH:18][C:13]=3[CH2:12][CH2:11][C:10]3[CH:19]=[CH:20][CH:21]=[CH:22][C:9]2=3)=[CH:5][CH:4]=1.C(OCC)(=O)C.[H][H]. (6) The reactants are: N[C:2]1[CH:7]=[CH:6][C:5]([S:8]([OH:11])(=[O:10])=[O:9])=[C:4]([OH:12])[CH:3]=1.[F:13][C:14]1[C:21]([F:22])=[C:20]([C:23]([F:26])([F:25])[F:24])[C:19]([F:27])=[C:18]([F:28])[C:15]=1[CH2:16]Br.C[N:30](C=O)C. Given the product [OH:12][C:4]1[CH:3]=[CH:2][C:7]([NH:30][CH2:16][C:15]2[C:14]([F:13])=[C:21]([F:22])[C:20]([C:23]([F:26])([F:25])[F:24])=[C:19]([F:27])[C:18]=2[F:28])=[CH:6][C:5]=1[S:8]([OH:11])(=[O:10])=[O:9], predict the reactants needed to synthesize it.